This data is from Reaction yield outcomes from USPTO patents with 853,638 reactions. The task is: Predict the reaction yield, written as a fraction of the theoretical maximum amount of product (1.0 means a 100% yield; for example, 0.34 means a 34% yield). (1) The reactants are Cl.[Cl:2][C:3]1[CH:22]=[CH:21][C:6]([O:7][C:8]2[CH:20]=[CH:19][C:11]([O:12][CH2:13][C@@H:14]3[CH2:18][CH2:17][CH2:16][NH:15]3)=[CH:10][CH:9]=2)=[CH:5][CH:4]=1.C(=O)([O-])[O-].[K+].[K+].Br[CH2:30][CH2:31][CH2:32][C:33]([O:35][CH3:36])=[O:34]. The catalyst is CN(C=O)C.O.C(OCC)(=O)C. The product is [CH3:36][O:35][C:33](=[O:34])[CH2:32][CH2:31][CH2:30][N:15]1[CH2:16][CH2:17][CH2:18][C@H:14]1[CH2:13][O:12][C:11]1[CH:19]=[CH:20][C:8]([O:7][C:6]2[CH:21]=[CH:22][C:3]([Cl:2])=[CH:4][CH:5]=2)=[CH:9][CH:10]=1. The yield is 0.630. (2) The reactants are [Cl-:1].[NH3+:2][CH2:3][CH2:4][CH2:5][CH2:6][C:7]([C:9]1[CH:10]=[NH+:11][CH:12]=[CH:13][CH:14]=1)=O.[Cl-].[CH:16]([C:18]1[C:27](=[O:28])[C:26]2[C:21](=[CH:22][CH:23]=[CH:24][CH:25]=2)[O:20][CH:19]=1)=O. The catalyst is C(O)(C)C. The product is [ClH:1].[ClH:1].[N:11]1[CH:12]=[CH:13][CH:14]=[C:9]([C:7]2[C:6](=[CH:16][C:18]3[C:27](=[O:28])[C:26]4[C:21](=[CH:22][CH:23]=[CH:24][CH:25]=4)[O:20][CH:19]=3)[CH2:5][CH2:4][CH2:3][N:2]=2)[CH:10]=1. The yield is 0.720. (3) The reactants are [CH2:1]([C:13]1[CH:18]=[C:17]([CH2:19][CH3:20])[C:16]([NH2:21])=[C:15]([CH2:22][CH3:23])[CH:14]=1)[C:2]1[CH:7]=[C:6]([CH2:8][CH3:9])[C:5]([NH2:10])=[C:4]([CH2:11][CH3:12])[CH:3]=1.[CH2:24]([C:26]([CH3:28])=O)[CH3:25]. The catalyst is [Pt].O1CCCC1. The product is [CH:24]([NH:21][C:16]1[C:17]([CH2:19][CH3:20])=[CH:18][C:13]([CH2:1][C:2]2[CH:7]=[C:6]([CH2:8][CH3:9])[C:5]([NH:10][CH:1]([CH2:2][CH3:3])[CH3:13])=[C:4]([CH2:11][CH3:12])[CH:3]=2)=[CH:14][C:15]=1[CH2:22][CH3:23])([CH2:26][CH3:28])[CH3:25]. The yield is 0.860.